Dataset: NCI-60 drug combinations with 297,098 pairs across 59 cell lines. Task: Regression. Given two drug SMILES strings and cell line genomic features, predict the synergy score measuring deviation from expected non-interaction effect. (1) Drug 1: C1CCC(CC1)NC(=O)N(CCCl)N=O. Drug 2: CN(CC1=CN=C2C(=N1)C(=NC(=N2)N)N)C3=CC=C(C=C3)C(=O)NC(CCC(=O)O)C(=O)O. Cell line: M14. Synergy scores: CSS=26.8, Synergy_ZIP=-7.70, Synergy_Bliss=0.982, Synergy_Loewe=-16.0, Synergy_HSA=-0.351. (2) Drug 1: CN(C)N=NC1=C(NC=N1)C(=O)N. Drug 2: N.N.Cl[Pt+2]Cl. Cell line: OVCAR-5. Synergy scores: CSS=-4.51, Synergy_ZIP=0.134, Synergy_Bliss=-3.33, Synergy_Loewe=-5.40, Synergy_HSA=-5.51. (3) Drug 1: C1=NC(=NC(=O)N1C2C(C(C(O2)CO)O)O)N. Drug 2: C1CC(=O)NC(=O)C1N2C(=O)C3=CC=CC=C3C2=O. Cell line: NCI/ADR-RES. Synergy scores: CSS=17.9, Synergy_ZIP=-5.15, Synergy_Bliss=2.10, Synergy_Loewe=-9.84, Synergy_HSA=0.0464. (4) Drug 1: C1=C(C(=O)NC(=O)N1)F. Drug 2: CC12CCC3C(C1CCC2O)C(CC4=C3C=CC(=C4)O)CCCCCCCCCS(=O)CCCC(C(F)(F)F)(F)F. Cell line: NCIH23. Synergy scores: CSS=39.8, Synergy_ZIP=-4.10, Synergy_Bliss=-8.77, Synergy_Loewe=-9.34, Synergy_HSA=-8.78. (5) Drug 1: CC(C)NC(=O)C1=CC=C(C=C1)CNNC.Cl. Drug 2: CC(C)CN1C=NC2=C1C3=CC=CC=C3N=C2N. Cell line: LOX IMVI. Synergy scores: CSS=-2.68, Synergy_ZIP=-4.04, Synergy_Bliss=-13.4, Synergy_Loewe=-5.16, Synergy_HSA=-8.76.